Dataset: Catalyst prediction with 721,799 reactions and 888 catalyst types from USPTO. Task: Predict which catalyst facilitates the given reaction. (1) Reactant: [Cl:1][CH2:2][C:3]1[C:8]([C:9]([O:11][CH3:12])=[O:10])=[CH:7][CH:6]=[CH:5][N:4]=1.C1C=C(Cl)C=C(C(OO)=[O:21])C=1.C(=O)(O)[O-].[Na+]. Product: [Cl:1][CH2:2][C:3]1[C:8]([C:9]([O:11][CH3:12])=[O:10])=[CH:7][CH:6]=[CH:5][N+:4]=1[O-:21]. The catalyst class is: 4. (2) Reactant: [C:1](Cl)(=[O:4])[CH:2]=[CH2:3].[CH3:6][O:7][C:8]1[CH:13]=[C:12]([C:14]2[CH2:15][CH2:16][N:17]([CH3:20])[CH2:18][CH:19]=2)[C:11]([NH2:21])=[CH:10][C:9]=1[NH:22][C:23]1[N:28]=[C:27]([C:29]2[C:37]3[C:32](=[CH:33][CH:34]=[CH:35][CH:36]=3)[N:31]([CH3:38])[CH:30]=2)[CH:26]=[CH:25][N:24]=1. Product: [CH3:6][O:7][C:8]1[C:9]([NH:22][C:23]2[N:28]=[C:27]([C:29]3[C:37]4[C:32](=[CH:33][CH:34]=[CH:35][CH:36]=4)[N:31]([CH3:38])[CH:30]=3)[CH:26]=[CH:25][N:24]=2)=[CH:10][C:11]([NH:21][C:1](=[O:4])[CH:2]=[CH2:3])=[C:12]([C:14]2[CH2:15][CH2:16][N:17]([CH3:20])[CH2:18][CH:19]=2)[CH:13]=1. The catalyst class is: 512.